The task is: Predict the product of the given reaction.. This data is from Forward reaction prediction with 1.9M reactions from USPTO patents (1976-2016). (1) Given the reactants [Br:1][C:2]1[CH:7]=[C:6]([Cl:8])[C:5]([OH:9])=[C:4]([Cl:10])[CH:3]=1.O[C@@H:12]([CH2:17][C:18]1[CH:23]=[CH:22][CH:21]=[CH:20][CH:19]=1)[C:13]([O:15][CH3:16])=[O:14].C1(P(C2C=CC=CC=2)C2C=CC=CC=2)C=CC=CC=1.CCOC(/N=N/C(OCC)=O)=O, predict the reaction product. The product is: [Br:1][C:2]1[CH:7]=[C:6]([Cl:8])[C:5]([O:9][C@H:12]([CH2:17][C:18]2[CH:23]=[CH:22][CH:21]=[CH:20][CH:19]=2)[C:13]([O:15][CH3:16])=[O:14])=[C:4]([Cl:10])[CH:3]=1. (2) The product is: [C:13]([O:17][C:18]([N:20]1[CH2:25][CH2:24][CH:23]([NH:26][C:2]2[C:11]3[C:6](=[CH:7][CH:8]=[CH:9][CH:10]=3)[CH:5]=[C:4]([Cl:12])[N:3]=2)[CH2:22][CH2:21]1)=[O:19])([CH3:16])([CH3:14])[CH3:15]. Given the reactants Cl[C:2]1[C:11]2[C:6](=[CH:7][CH:8]=[CH:9][CH:10]=2)[CH:5]=[C:4]([Cl:12])[N:3]=1.[C:13]([O:17][C:18]([N:20]1[CH2:25][CH2:24][CH:23]([NH2:26])[CH2:22][CH2:21]1)=[O:19])([CH3:16])([CH3:15])[CH3:14].O(C(C)(C)C)[K].C1(P(C2C=CC=CC=2)C2C=CC3C(=CC=CC=3)C=2C2C3C(=CC=CC=3)C=CC=2P(C2C=CC=CC=2)C2C=CC=CC=2)C=CC=CC=1, predict the reaction product. (3) Given the reactants [CH2:1]([O:8][CH2:9][CH2:10][CH2:11][CH2:12][CH2:13][CH2:14][CH2:15][C:16]1[CH:22]=[CH:21][C:19]([NH2:20])=[CH:18][CH:17]=1)[C:2]1[CH:7]=[CH:6][CH:5]=[CH:4][CH:3]=1.[C:23]([C:25]1([C:28](O)=[O:29])[CH2:27][CH2:26]1)#[N:24], predict the reaction product. The product is: [CH2:1]([O:8][CH2:9][CH2:10][CH2:11][CH2:12][CH2:13][CH2:14][CH2:15][C:16]1[CH:17]=[CH:18][C:19]([NH:20][C:28]([C:25]2([C:23]#[N:24])[CH2:27][CH2:26]2)=[O:29])=[CH:21][CH:22]=1)[C:2]1[CH:3]=[CH:4][CH:5]=[CH:6][CH:7]=1.